This data is from Full USPTO retrosynthesis dataset with 1.9M reactions from patents (1976-2016). The task is: Predict the reactants needed to synthesize the given product. (1) Given the product [O:1]=[C:2]1[CH2:11][C:10]2[CH:9]=[C:8]([O:12][C:14]3[CH:22]=[CH:21][C:17]([C:18]([NH2:20])=[O:19])=[CH:16][N:15]=3)[CH:7]=[CH:6][C:5]=2[CH2:4][CH2:3]1, predict the reactants needed to synthesize it. The reactants are: [OH:1][C:2]1[CH:11]=[C:10]2[C:5]([CH2:6][CH2:7][C:8](=[O:12])[CH2:9]2)=[CH:4][CH:3]=1.Cl[C:14]1[CH:22]=[CH:21][C:17]([C:18]([NH2:20])=[O:19])=[CH:16][N:15]=1.C([O-])([O-])=O.[K+].[K+]. (2) Given the product [C:7]([C:11]1[CH:12]=[CH:13][C:14]([C:15]([NH:1][C:2]([CH3:6])([CH3:5])[CH2:3][OH:4])=[O:16])=[CH:18][CH:19]=1)([CH3:10])([CH3:8])[CH3:9], predict the reactants needed to synthesize it. The reactants are: [NH2:1][C:2]([CH3:6])([CH3:5])[CH2:3][OH:4].[C:7]([C:11]1[CH:19]=[CH:18][C:14]([C:15](Cl)=[O:16])=[CH:13][CH:12]=1)([CH3:10])([CH3:9])[CH3:8]. (3) Given the product [NH:10]1[C:11]2[C:16](=[CH:15][CH:14]=[CH:13][CH:12]=2)[C:8]([CH2:7][CH:4]2[CH2:5][CH2:6][N:1]([C:24]([O:23][C:20]([CH3:22])([CH3:21])[CH3:19])=[O:25])[CH2:2][CH2:3]2)=[CH:9]1, predict the reactants needed to synthesize it. The reactants are: [NH:1]1[CH2:6][CH2:5][CH:4]([CH2:7][C:8]2[C:16]3[C:11](=[CH:12][CH:13]=[CH:14][CH:15]=3)[NH:10][CH:9]=2)[CH2:3][CH2:2]1.[OH-].[Na+].[CH3:19][C:20]([O:23][C:24](O[C:24]([O:23][C:20]([CH3:22])([CH3:21])[CH3:19])=[O:25])=[O:25])([CH3:22])[CH3:21].